This data is from Catalyst prediction with 721,799 reactions and 888 catalyst types from USPTO. The task is: Predict which catalyst facilitates the given reaction. (1) Reactant: [Cl:1][C:2]1[CH:7]=[CH:6][C:5]([CH2:8][CH:9]([C:11]2[CH:16]=[CH:15][C:14]([O:17][C:18]3[CH:23]=[CH:22][C:21]([Cl:24])=[CH:20][CH:19]=3)=[CH:13][N:12]=2)[OH:10])=[C:4]([F:25])[CH:3]=1.CC(OI1(OC(C)=O)(OC(C)=O)OC(=O)C2C=CC=CC1=2)=O. Product: [Cl:1][C:2]1[CH:7]=[CH:6][C:5]([CH2:8][C:9]([C:11]2[CH:16]=[CH:15][C:14]([O:17][C:18]3[CH:23]=[CH:22][C:21]([Cl:24])=[CH:20][CH:19]=3)=[CH:13][N:12]=2)=[O:10])=[C:4]([F:25])[CH:3]=1. The catalyst class is: 2. (2) Product: [NH2:15][C:14]1[CH:13]=[C:12]([C:9]2[CH:10]=[N:11][C:5]3[C:4]([N:19]4[CH2:24][CH2:23][O:22][CH2:21][CH2:20]4)=[N:3][C:2]([C:36]4[CH:37]=[N:38][C:33]([NH:32][C:30](=[O:31])[O:29][C:25]([CH3:27])([CH3:26])[CH3:28])=[N:34][CH:35]=4)=[N:7][C:6]=3[CH:8]=2)[CH:18]=[CH:17][CH:16]=1. The catalyst class is: 103. Reactant: Cl[C:2]1[N:3]=[C:4]([N:19]2[CH2:24][CH2:23][O:22][CH2:21][CH2:20]2)[C:5]2[N:11]=[CH:10][C:9]([C:12]3[CH:13]=[C:14]([CH:16]=[CH:17][CH:18]=3)[NH2:15])=[CH:8][C:6]=2[N:7]=1.[C:25]([O:29][C:30]([NH:32][C:33]1[N:38]=[CH:37][C:36](B(O)O)=[CH:35][N:34]=1)=[O:31])([CH3:28])([CH3:27])[CH3:26].P([O-])([O-])([O-])=O.[K+].[K+].[K+].CN(C=O)C. (3) Reactant: C([O:8][C:9]1[CH:10]=[C:11]([C:15]2[CH2:19][C@@:18]([CH2:23][C:24]([OH:26])=[O:25])([C:20]([OH:22])=[O:21])[O:17][N:16]=2)[CH:12]=[CH:13][CH:14]=1)C1C=CC=CC=1.C1COCC1. Product: [C:24]([CH2:23][C@:18]1([C:20]([OH:22])=[O:21])[O:17][N:16]=[C:15]([C:11]2[CH:12]=[CH:13][CH:14]=[C:9]([OH:8])[CH:10]=2)[CH2:19]1)([OH:26])=[O:25]. The catalyst class is: 43. (4) Reactant: [CH3:1][C:2]1[N:10]=[C:9]2[C:5]([CH2:6]C(=O)N2)=C[N:3]=1.[H-].[Na+].[C:14]([OH:17])(=[O:16])[CH3:15].Cl[CH2:19]Cl.[CH3:21][N:22](C=O)C. Product: [CH3:19][O:16][C:14]([C:15]1[CH:6]=[C:5]2[N:22]([CH:21]=1)[N:3]=[C:2]([CH3:1])[N:10]=[CH:9]2)=[O:17]. The catalyst class is: 1. (5) Reactant: C[O:2][C:3](=[O:24])[CH:4]([NH:13][CH2:14][CH2:15][NH:16][C:17]([O:19][C:20]([CH3:23])([CH3:22])[CH3:21])=[O:18])[C:5]1[CH:10]=[CH:9][CH:8]=[C:7]([O:11][CH3:12])[CH:6]=1.[Li+].[OH-]. Product: [C:20]([O:19][C:17]([NH:16][CH2:15][CH2:14][NH:13][CH:4]([C:5]1[CH:10]=[CH:9][CH:8]=[C:7]([O:11][CH3:12])[CH:6]=1)[C:3]([OH:24])=[O:2])=[O:18])([CH3:23])([CH3:22])[CH3:21]. The catalyst class is: 6.